Dataset: Forward reaction prediction with 1.9M reactions from USPTO patents (1976-2016). Task: Predict the product of the given reaction. Given the reactants [NH2:1][N:2]1[N:11]=[C:10]([N:12]2[CH2:17][CH2:16][O:15][CH2:14][CH2:13]2)[C:9]2[C:4](=[CH:5][CH:6]=[CH:7][CH:8]=2)[C:3]1=[O:18].[O:19]1[C:23]2[CH:24]=[CH:25][C:26]([CH2:28][C:29](O)=[O:30])=[CH:27][C:22]=2[O:21][CH2:20]1, predict the reaction product. The product is: [O:19]1[C:23]2[CH:24]=[CH:25][C:26]([CH2:28][C:29]([NH:1][N:2]3[N:11]=[C:10]([N:12]4[CH2:17][CH2:16][O:15][CH2:14][CH2:13]4)[C:9]4[C:4](=[CH:5][CH:6]=[CH:7][CH:8]=4)[C:3]3=[O:18])=[O:30])=[CH:27][C:22]=2[O:21][CH2:20]1.